The task is: Predict which catalyst facilitates the given reaction.. This data is from Catalyst prediction with 721,799 reactions and 888 catalyst types from USPTO. (1) Reactant: [CH2:1]([CH:4]([CH2:7][CH2:8][CH2:9][CH2:10][CH3:11])[CH2:5][OH:6])[CH2:2][CH3:3].[O:12]1[C:16]([C:17]([OH:19])=[O:18])=[CH:15][CH:14]=[C:13]1[C:20]([OH:22])=O.O.S(=O)(=O)(O)O. Product: [O:12]1[C:13]([C:20]([O:6][CH2:5][CH:4]([CH2:1][CH2:2][CH3:3])[CH2:7][CH2:8][CH2:9][CH2:10][CH3:11])=[O:22])=[CH:14][CH:15]=[C:16]1[C:17]([O:19][CH2:5][CH:4]([CH2:1][CH2:2][CH3:3])[CH2:7][CH2:8][CH2:9][CH2:10][CH3:11])=[O:18]. The catalyst class is: 11. (2) Reactant: [Si:1]([O:8][C@@H:9]1[C@@H:14]([CH3:15])[CH2:13][NH:12][CH2:11][C@H:10]1[NH:16][C:17](=[O:23])[O:18][C:19]([CH3:22])([CH3:21])[CH3:20])([C:4]([CH3:7])([CH3:6])[CH3:5])([CH3:3])[CH3:2].Cl[C:25]1[CH:30]=[CH:29][N:28]=[CH:27][C:26]=1[N+:31]([O-:33])=[O:32].CCN(C(C)C)C(C)C. Product: [N+:31]([C:26]1[CH:27]=[N:28][CH:29]=[CH:30][C:25]=1[N:12]1[CH2:13][C@H:14]([CH3:15])[C@@H:9]([O:8][Si:1]([C:4]([CH3:7])([CH3:5])[CH3:6])([CH3:3])[CH3:2])[C@H:10]([NH:16][C:17](=[O:23])[O:18][C:19]([CH3:22])([CH3:21])[CH3:20])[CH2:11]1)([O-:33])=[O:32]. The catalyst class is: 41. (3) The catalyst class is: 1. Reactant: O.[NH2:2][NH2:3].[CH:4]1([C:7]([C:9]2[C:10](Cl)=[N:11][CH:12]=[N:13][C:14]=2[Cl:15])=O)[CH2:6][CH2:5]1. Product: [Cl:15][C:14]1[N:13]=[CH:12][N:11]=[C:10]2[NH:2][N:3]=[C:7]([CH:4]3[CH2:6][CH2:5]3)[C:9]=12. (4) Reactant: [NH2:1][C:2]1[CH:27]=[C:26]([F:28])[CH:25]=[CH:24][C:3]=1[C:4]([N:6]=[C:7]1[N:11]([CH:12]([CH2:18][CH3:19])[C:13]([O:15]CC)=[O:14])[C:10]2[CH:20]=[CH:21][CH:22]=[CH:23][C:9]=2[S:8]1)=[O:5].O1CCCC1.[OH-].[Na+]. Product: [NH2:1][C:2]1[CH:27]=[C:26]([F:28])[CH:25]=[CH:24][C:3]=1[C:4]([N:6]=[C:7]1[N:11]([CH:12]([CH2:18][CH3:19])[C:13]([OH:15])=[O:14])[C:10]2[CH:20]=[CH:21][CH:22]=[CH:23][C:9]=2[S:8]1)=[O:5]. The catalyst class is: 5. (5) Reactant: [Cl-].[Al+3].[Cl-].[Cl-].[CH:5]1[C:17]2[CH2:16][C:15]3[C:10](=[CH:11][CH:12]=[CH:13][CH:14]=3)[C:9]=2[CH:8]=[CH:7][CH:6]=1.C(=S)=S.O=[C:22]([CH:24]=[C:25]([CH3:27])[CH3:26])[CH3:23]. Product: [CH3:9][C:17]1([CH3:16])[C:6]2[CH:5]=[C:17]3[C:9]([C:10]4[CH:11]=[C:12]5[C:22]([CH3:23])=[CH:24][C:25]([CH3:27])([CH3:26])[C:13]5=[CH:14][C:15]=4[CH2:16]3)=[CH:8][C:7]=2[C:6]([CH3:7])=[CH:5]1. The catalyst class is: 6. (6) Reactant: [CH3:1][O:2][C:3]1[CH:4]=[C:5]([CH2:11][CH:12]([NH2:14])[CH3:13])[CH:6]=[C:7]([O:9][CH3:10])[CH:8]=1.[CH:15](O)=[O:16]. Product: [CH3:10][O:9][C:7]1[CH:6]=[C:5]([CH2:11][CH:12]([NH:14][CH:15]=[O:16])[CH3:13])[CH:4]=[C:3]([O:2][CH3:1])[CH:8]=1. The catalyst class is: 12. (7) Reactant: [C:1]1([S:7]([N:10]2[C:14]3[N:15]=[CH:16][N:17]=[C:18](Cl)[C:13]=3[CH:12]=[C:11]2[I:20])(=[O:9])=[O:8])[CH:6]=[CH:5][CH:4]=[CH:3][CH:2]=1.[N:21]1([C:27]([O:29][C:30]([CH3:33])([CH3:32])[CH3:31])=[O:28])[CH2:26][CH2:25][NH:24][CH2:23][CH2:22]1.[CH3:34]CN(CC)CC. Product: [C:1]1([S:7]([N:10]2[C:14]3[N:15]=[CH:16][N:17]=[C:18]([N:24]4[CH2:25][CH2:26][N:21]([C:27]([O:29][C:30]([CH3:33])([CH3:32])[CH3:31])=[O:28])[C@H:22]([CH3:34])[CH2:23]4)[C:13]=3[CH:12]=[C:11]2[I:20])(=[O:9])=[O:8])[CH:6]=[CH:5][CH:4]=[CH:3][CH:2]=1. The catalyst class is: 10. (8) Reactant: [NH2:1][C:2]1[C:7]2[C:8]([C:11]3[CH:16]=[CH:15][C:14]([NH:17][C:18]([C:20]4[N:21]([CH3:29])[C:22]5[C:27]([CH:28]=4)=[CH:26][CH:25]=[CH:24][CH:23]=5)=[O:19])=[C:13]([O:30][CH3:31])[CH:12]=3)=[CH:9][S:10][C:6]=2[C:5]([C:32]([NH:34][CH2:35][CH:36]2[CH2:40][CH2:39][CH2:38][NH:37]2)=[O:33])=[CH:4][N:3]=1.Cl.CN(CC(Cl)=[O:47])C.[CH:49]([N:52]([CH2:56]C)[CH:53](C)C)(C)[CH3:50]. Product: [NH2:1][C:2]1[C:7]2[C:8]([C:11]3[CH:16]=[CH:15][C:14]([NH:17][C:18]([C:20]4[N:21]([CH3:29])[C:22]5[C:27]([CH:28]=4)=[CH:26][CH:25]=[CH:24][CH:23]=5)=[O:19])=[C:13]([O:30][CH3:31])[CH:12]=3)=[CH:9][S:10][C:6]=2[C:5]([C:32]([NH:34][CH2:35][CH:36]2[CH2:40][CH2:39][CH2:38][N:37]2[CH2:50][C:49]([N:52]([CH3:56])[CH3:53])=[O:47])=[O:33])=[CH:4][N:3]=1. The catalyst class is: 4. (9) Reactant: [O:1]=[C:2]1[C@@H:8]([NH:9]C(=O)OC(C)(C)C)[CH2:7][CH2:6][S:5][C@H:4]2[CH2:17][CH2:18][CH2:19][C@@H:20]([CH:21]=[CH2:22])[N:3]12.[C:23]([OH:29])([C:25]([F:28])([F:27])[F:26])=[O:24]. Product: [F:26][C:25]([F:28])([F:27])[C:23]([OH:29])=[O:24].[NH2:9][C@H:8]1[CH2:7][CH2:6][S:5][C@H:4]2[CH2:17][CH2:18][CH2:19][C@@H:20]([CH:21]=[CH2:22])[N:3]2[C:2]1=[O:1]. The catalyst class is: 2.